Task: Predict the reactants needed to synthesize the given product.. Dataset: Full USPTO retrosynthesis dataset with 1.9M reactions from patents (1976-2016) (1) Given the product [CH:14]1([C:11]2[CH:12]=[CH:13][C:8]([C:5]3[CH:4]=[N:3][C:2]([NH2:1])=[N:7][CH:6]=3)=[C:9]([F:19])[C:10]=2[O:18][C:21]2[N:26]=[CH:25][CH:24]=[CH:23][N:22]=2)[CH2:15][CH2:16][CH2:17]1, predict the reactants needed to synthesize it. The reactants are: [NH2:1][C:2]1[N:7]=[CH:6][C:5]([C:8]2[C:9]([F:19])=[C:10]([OH:18])[C:11]([CH:14]3[CH2:17][CH2:16][CH2:15]3)=[CH:12][CH:13]=2)=[CH:4][N:3]=1.Cl[C:21]1[N:26]=[CH:25][CH:24]=[CH:23][N:22]=1.C([O-])([O-])=O.[Cs+].[Cs+]. (2) Given the product [CH3:1][O:2][C:3]1[CH:8]=[C:7]2[CH2:9][CH:10]([CH2:13][CH:14]3[CH2:15][CH2:16][N:17]([CH2:20][C:21]4[CH:22]=[CH:23][CH:24]=[CH:25][CH:26]=4)[CH2:18][CH2:19]3)[C:11](=[O:12])[C:6]2=[CH:5][C:4]=1[O:27][CH3:28], predict the reactants needed to synthesize it. The reactants are: [CH3:1][O:2][C:3]1[CH:8]=[C:7]2[CH2:9][CH:10]([CH2:13][CH:14]3[CH2:19][CH2:18][N:17]([CH2:20][C:21]4[CH:26]=[CH:25][CH:24]=[CH:23][CH:22]=4)[CH2:16][CH2:15]3)[C:11](=[O:12])[C:6]2=[CH:5][C:4]=1[O:27][CH3:28].C(O)(C(O)=O)=O.